Dataset: Forward reaction prediction with 1.9M reactions from USPTO patents (1976-2016). Task: Predict the product of the given reaction. (1) Given the reactants [CH3:1][O:2][CH2:3][C@@H:4]([NH:6][C:7]1[C:8]([CH3:25])=[C:9]([CH3:24])[C:10]([C:13]2[C:14]([O:22][CH3:23])=[N:15][C:16]([CH:19]([CH3:21])[CH3:20])=[CH:17][CH:18]=2)=[N:11][CH:12]=1)[CH3:5].C1C(=O)N([Br:33])C(=O)C1.O, predict the reaction product. The product is: [Br:33][C:12]1[N:11]=[C:10]([C:13]2[C:14]([O:22][CH3:23])=[N:15][C:16]([CH:19]([CH3:20])[CH3:21])=[CH:17][CH:18]=2)[C:9]([CH3:24])=[C:8]([CH3:25])[C:7]=1[NH:6][C@@H:4]([CH3:5])[CH2:3][O:2][CH3:1]. (2) Given the reactants [NH:1]1[C:5]2[CH:6]=[CH:7][CH:8]=[CH:9][C:4]=2[N:3]=[C:2]1[S:10][C:11]1[O:15][C:14]([C:16]([OH:18])=[O:17])=[CH:13][CH:12]=1.[C:19]([O-])([O-])=O.[K+].[K+].CI, predict the reaction product. The product is: [NH:1]1[C:5]2[CH:6]=[CH:7][CH:8]=[CH:9][C:4]=2[N:3]=[C:2]1[S:10][C:11]1[O:15][C:14]([C:16]([O:18][CH3:19])=[O:17])=[CH:13][CH:12]=1. (3) Given the reactants C[Mg]Br.[Br:4][C:5]1[CH:6]=[C:7]2[C:12](=[CH:13][C:14]=1[O:15][CH3:16])[O:11][C:10]([CH3:18])([CH3:17])[CH2:9][C:8]2=O.[C:20]1(C)C=CC(S(O)(=O)=O)=CC=1, predict the reaction product. The product is: [Br:4][C:5]1[CH:6]=[C:7]2[C:12](=[CH:13][C:14]=1[O:15][CH3:16])[O:11][C:10]([CH3:18])([CH3:17])[CH:9]=[C:8]2[CH3:20]. (4) Given the reactants [N+:1]([C:4]1[CH:5]=[N:6][CH:7]=[CH:8][C:9]=1[C:10]1[CH2:15][CH2:14][CH2:13][CH:12]([N:16]2[C:24](=[O:25])[C:23]3[C:18](=[CH:19][CH:20]=[CH:21][CH:22]=3)[C:17]2=[O:26])[CH:11]=1)([O-])=O, predict the reaction product. The product is: [NH2:1][C:4]1[CH:5]=[N:6][CH:7]=[CH:8][C:9]=1[CH:10]1[CH2:15][CH2:14][CH2:13][CH:12]([N:16]2[C:17](=[O:26])[C:18]3[C:23](=[CH:22][CH:21]=[CH:20][CH:19]=3)[C:24]2=[O:25])[CH2:11]1. (5) The product is: [Br:1][C:2]1[C:3]([N:12]2[CH2:17][CH2:16][N:15]([CH2:18][C:19]3[CH:24]=[CH:23][N:22]=[CH:21][CH:20]=3)[CH2:14][CH2:13]2)=[C:4]2[N:9]=[C:36]([C:35]3[CH:34]=[CH:33][C:32]([CH2:31][N:25]4[CH2:30][CH2:29][O:28][CH2:27][CH2:26]4)=[CH:39][CH:38]=3)[NH:8][C:5]2=[N:6][CH:7]=1. Given the reactants [Br:1][C:2]1[C:3]([N:12]2[CH2:17][CH2:16][N:15]([CH2:18][C:19]3[CH:24]=[CH:23][N:22]=[CH:21][CH:20]=3)[CH2:14][CH2:13]2)=[C:4]([N+:9]([O-])=O)[C:5]([NH2:8])=[N:6][CH:7]=1.[N:25]1([CH2:31][C:32]2[CH:39]=[CH:38][C:35]([CH:36]=O)=[CH:34][CH:33]=2)[CH2:30][CH2:29][O:28][CH2:27][CH2:26]1.[O-]S(S([O-])=O)=O.[Na+].[Na+], predict the reaction product. (6) The product is: [Br:1][C:2]1[CH:3]=[CH:4][C:5]([C:8]2[CH:13]=[CH:12][C:11]([C:14]([F:20])([F:21])[C:28]([CH3:29])([OH:27])[CH3:22])=[CH:10][CH:9]=2)=[CH:6][CH:7]=1. Given the reactants [Br:1][C:2]1[CH:7]=[CH:6][C:5]([C:8]2[CH:13]=[CH:12][C:11]([C:14]([F:21])([F:20])C(OCC)=O)=[CH:10][CH:9]=2)=[CH:4][CH:3]=1.[CH3:22][Mg]I.C([O:27][CH2:28][CH3:29])C.Cl, predict the reaction product. (7) Given the reactants [OH:1][C:2]1[CH:38]=[CH:37][C:5]([C:6]([CH2:8][CH2:9][CH2:10][NH:11][C:12]2[CH:17]=[C:16]([O:18][CH3:19])[CH:15]=[CH:14][C:13]=2[CH:20]2[CH2:29][CH2:28][C:27]3[CH:26]=[C:25]([O:30]C(=O)C(C)(C)C)[CH:24]=[CH:23][C:22]=3[CH2:21]2)=O)=[CH:4][CH:3]=1.Cl[CH2:40][C:41]([N:43]([CH2:48][CH2:49][O:50][CH3:51])[CH2:44][CH2:45][O:46][CH3:47])=O, predict the reaction product. The product is: [CH3:47][O:46][CH2:45][CH2:44][N:43]([CH2:48][CH2:49][O:50][CH3:51])[CH2:41][CH2:40][O:1][C:2]1[CH:38]=[CH:37][C:5]([CH2:6][CH2:8][CH2:9][CH2:10][NH:11][C:12]2[CH:17]=[C:16]([O:18][CH3:19])[CH:15]=[CH:14][C:13]=2[CH:20]2[CH2:29][CH2:28][C:27]3[CH:26]=[C:25]([OH:30])[CH:24]=[CH:23][C:22]=3[CH2:21]2)=[CH:4][CH:3]=1.